Predict the reaction yield, written as a fraction of the theoretical maximum amount of product (1.0 means a 100% yield; for example, 0.34 means a 34% yield). From a dataset of Reaction yield outcomes from USPTO patents with 853,638 reactions. The reactants are [CH2:1]([O:8][C:9]1[CH:14]=[CH:13][C:12]([C:15]2[N:16]([CH:22]3[CH2:27][CH2:26][CH2:25][CH2:24][CH2:23]3)[C:17](Br)=[C:18]([Br:20])[N:19]=2)=[CH:11][CH:10]=1)[C:2]1[CH:7]=[CH:6][CH:5]=[CH:4][CH:3]=1.[Li]CCCC. The catalyst is C1COCC1. The product is [CH2:1]([O:8][C:9]1[CH:14]=[CH:13][C:12]([C:15]2[N:16]([CH:22]3[CH2:23][CH2:24][CH2:25][CH2:26][CH2:27]3)[CH:17]=[C:18]([Br:20])[N:19]=2)=[CH:11][CH:10]=1)[C:2]1[CH:3]=[CH:4][CH:5]=[CH:6][CH:7]=1. The yield is 0.860.